Dataset: Peptide-MHC class I binding affinity with 185,985 pairs from IEDB/IMGT. Task: Regression. Given a peptide amino acid sequence and an MHC pseudo amino acid sequence, predict their binding affinity value. This is MHC class I binding data. (1) The peptide sequence is TMVMELVRMIK. The MHC is HLA-A31:01 with pseudo-sequence HLA-A31:01. The binding affinity (normalized) is 0.338. (2) The peptide sequence is MLGEETIKV. The MHC is HLA-A02:16 with pseudo-sequence HLA-A02:16. The binding affinity (normalized) is 0.644. (3) The peptide sequence is GTEEIRSLY. The MHC is HLA-B08:02 with pseudo-sequence HLA-B08:02. The binding affinity (normalized) is 0.0847.